From a dataset of Catalyst prediction with 721,799 reactions and 888 catalyst types from USPTO. Predict which catalyst facilitates the given reaction. (1) Reactant: [I:1][C:2]1[CH:7]=[CH:6][C:5]([CH:8]2[C:17]3[C:12](=[CH:13][C:14]([O:18]C)=[CH:15][CH:16]=3)[CH2:11][CH2:10][N:9]2[C:20]2[CH:25]=[CH:24][CH:23]=[CH:22][CH:21]=2)=[CH:4][CH:3]=1. Product: [I:1][C:2]1[CH:3]=[CH:4][C:5]([CH:8]2[C:17]3[C:12](=[CH:13][C:14]([OH:18])=[CH:15][CH:16]=3)[CH2:11][CH2:10][N:9]2[C:20]2[CH:21]=[CH:22][CH:23]=[CH:24][CH:25]=2)=[CH:6][CH:7]=1. The catalyst class is: 2. (2) Reactant: [Br:1][C:2]1[CH:3]=[CH:4][C:5]2[N:6]([CH:9]=[C:10]([C:12]([O:14]CC)=[O:13])[N:11]=2)[C:7]=1[CH3:8].[OH-].[Na+].C(O)(=O)C. Product: [Br:1][C:2]1[CH:3]=[CH:4][C:5]2[N:6]([CH:9]=[C:10]([C:12]([OH:14])=[O:13])[N:11]=2)[C:7]=1[CH3:8]. The catalyst class is: 8. (3) The catalyst class is: 4. Reactant: [CH2:1]([O:3][C:4](=[O:25])[C:5]([O:8][C:9]1[CH:14]=[CH:13][C:12]([CH2:15][N:16](C(OC(C)(C)C)=O)[CH3:17])=[CH:11][CH:10]=1)([CH3:7])[CH3:6])[CH3:2].C(O)(C(F)(F)F)=O. Product: [CH2:1]([O:3][C:4](=[O:25])[C:5]([CH3:7])([O:8][C:9]1[CH:10]=[CH:11][C:12]([CH2:15][NH:16][CH3:17])=[CH:13][CH:14]=1)[CH3:6])[CH3:2]. (4) Reactant: Cl[C:2]([O:4][C:5]1[CH:10]=[CH:9][CH:8]=[CH:7][CH:6]=1)=[O:3].C[NH:12][S:13]([C:16]1[CH:21]=[CH:20][C:19]([CH3:22])=[CH:18][CH:17]=1)(=[O:15])=[O:14]. Product: [O:4]([C:2]([C:17]1[CH:18]=[C:19]([CH3:22])[CH:20]=[CH:21][C:16]=1[S:13]([NH2:12])(=[O:15])=[O:14])=[O:3])[C:5]1[CH:10]=[CH:9][CH:8]=[CH:7][CH:6]=1. The catalyst class is: 262.